This data is from Peptide-MHC class I binding affinity with 185,985 pairs from IEDB/IMGT. The task is: Regression. Given a peptide amino acid sequence and an MHC pseudo amino acid sequence, predict their binding affinity value. This is MHC class I binding data. (1) The peptide sequence is SLLNATDIAV. The binding affinity (normalized) is 0. The MHC is HLA-B40:01 with pseudo-sequence HLA-B40:01. (2) The peptide sequence is SEAQMSIQL. The MHC is HLA-B45:01 with pseudo-sequence HLA-B45:01. The binding affinity (normalized) is 0.418. (3) The peptide sequence is GGQQKNSQK. The MHC is HLA-A03:01 with pseudo-sequence HLA-A03:01. The binding affinity (normalized) is 0. (4) The peptide sequence is GLLGWSPQA. The MHC is HLA-A31:01 with pseudo-sequence HLA-A31:01. The binding affinity (normalized) is 0.157. (5) The peptide sequence is FIKDGSSTY. The MHC is HLA-A29:02 with pseudo-sequence HLA-A29:02. The binding affinity (normalized) is 0.423. (6) The peptide sequence is PKKDERGAL. The MHC is HLA-A01:01 with pseudo-sequence HLA-A01:01. The binding affinity (normalized) is 0.0847. (7) The peptide sequence is SRPLVSFSF. The MHC is HLA-B27:05 with pseudo-sequence HLA-B27:05. The binding affinity (normalized) is 0.257.